Dataset: Catalyst prediction with 721,799 reactions and 888 catalyst types from USPTO. Task: Predict which catalyst facilitates the given reaction. Reactant: [NH:1]1[C:5](=[O:6])[CH2:4][CH2:3][C@H:2]1[C:7]([OH:9])=[O:8].OS(O)(=O)=O.[CH3:15][C:16](=[CH2:18])[CH3:17].C(=O)=O.CC(C)=O.[OH-].[Na+]. Product: [C:16]([O:8][C:7]([C@@H:2]1[CH2:3][CH2:4][C:5](=[O:6])[NH:1]1)=[O:9])([CH3:18])([CH3:17])[CH3:15]. The catalyst class is: 2.